This data is from Reaction yield outcomes from USPTO patents with 853,638 reactions. The task is: Predict the reaction yield, written as a fraction of the theoretical maximum amount of product (1.0 means a 100% yield; for example, 0.34 means a 34% yield). (1) The reactants are N12CCCN=C1CCCCC2.Cl.[NH2:13][CH2:14][C:15]1[CH:23]=[CH:22][CH:21]=[C:20]2[C:16]=1[C:17](=[O:34])[N:18]([C:25]1([CH3:33])[CH2:30][CH2:29][C:28](=[O:31])[NH:27][C:26]1=[O:32])[C:19]2=[O:24].[CH2:35]([N:37]=[C:38]=[O:39])[CH3:36]. The catalyst is C(#N)C. The product is [CH2:35]([NH:37][C:38]([NH:13][CH2:14][C:15]1[CH:23]=[CH:22][CH:21]=[C:20]2[C:16]=1[C:17](=[O:34])[N:18]([C:25]1([CH3:33])[CH2:30][CH2:29][C:28](=[O:31])[NH:27][C:26]1=[O:32])[C:19]2=[O:24])=[O:39])[CH3:36]. The yield is 0.550. (2) The reactants are I[C:2]1[C:10]2[C:5](=[N:6][CH:7]=[CH:8][CH:9]=2)[N:4]([Si:11]([CH:18]([CH3:20])[CH3:19])([CH:15]([CH3:17])[CH3:16])[CH:12]([CH3:14])[CH3:13])[CH:3]=1.C([Mg]Cl)(C)C.[CH2:26]([O:28][C:29]1[C:36]([O:37][CH2:38][C:39]2[CH:44]=[CH:43][CH:42]=[CH:41][CH:40]=2)=[CH:35][CH:34]=[CH:33][C:30]=1[CH:31]=[O:32])[CH3:27].O. The catalyst is O1CCCC1. The product is [CH2:38]([O:37][C:36]1[C:29]([O:28][CH2:26][CH3:27])=[C:30]([CH:31]([C:2]2[C:10]3[C:5](=[N:6][CH:7]=[CH:8][CH:9]=3)[N:4]([Si:11]([CH:18]([CH3:20])[CH3:19])([CH:15]([CH3:17])[CH3:16])[CH:12]([CH3:14])[CH3:13])[CH:3]=2)[OH:32])[CH:33]=[CH:34][CH:35]=1)[C:39]1[CH:40]=[CH:41][CH:42]=[CH:43][CH:44]=1. The yield is 0.139. (3) The reactants are Br[C:2]1[S:3][C:4]([C:7]([C:9]2[C:17]3[C:12](=[N:13][CH:14]=[CH:15][CH:16]=3)[NH:11][CH:10]=2)=[O:8])=[CH:5][N:6]=1.[Cl:18][C:19]1[CH:26]=[CH:25][C:22]([CH2:23][NH2:24])=[CH:21][CH:20]=1.C(N(CC)C(C)C)(C)C.O. The catalyst is O1CCCC1. The product is [Cl:18][C:19]1[CH:26]=[CH:25][C:22]([CH2:23][NH:24][C:2]2[S:3][C:4]([C:7]([C:9]3[C:17]4[C:12](=[N:13][CH:14]=[CH:15][CH:16]=4)[NH:11][CH:10]=3)=[O:8])=[CH:5][N:6]=2)=[CH:21][CH:20]=1. The yield is 0.300.